From a dataset of Forward reaction prediction with 1.9M reactions from USPTO patents (1976-2016). Predict the product of the given reaction. (1) Given the reactants [F:1][C:2]([F:7])([F:6])[C:3]([OH:5])=[O:4].C(N1CC[C@@H]([NH:20][C:21]2[N:29]=[C:28]3[C:24]([N:25]=[CH:26][N:27]3[C@@H:30]3[CH2:34][C@H:33]([NH:35][C:36]([CH:38]4[CH2:41]CC4)=[O:37])[C@@H:32]([OH:42])[C@H:31]3[OH:43])=[C:23]([NH:44][CH2:45][CH:46]([C:53]3[CH:58]=[CH:57][CH:56]=[CH:55][CH:54]=3)[C:47]3[CH:52]=[CH:51][CH:50]=[CH:49][CH:48]=3)[N:22]=2)C1)C1C=CC=CC=1.ClC1N=C2C(N=CN2[C@@H:69]2[CH2:73][C@H:72](NC(C3CCC3)=O)[C@@H:71](O)[C@H:70]2O)=C(NCC(C2C=CC=CC=2)C2C=CC=CC=2)N=1.ClC1N=C2C(N=CN2[C@@H]2C[C@H](NC(=O)CC)[C@@H](O)[C@H]2O)=C(NCC(C2C=CC=CC=2)C2C=CC=CC=2)N=1.C1(N)CCCC1, predict the reaction product. The product is: [F:1][C:2]([F:7])([F:6])[C:3]([OH:5])=[O:4].[CH:69]1([NH:20][C:21]2[N:29]=[C:28]3[C:24]([N:25]=[CH:26][N:27]3[C@@H:30]3[CH2:34][C@H:33]([NH:35][C:36](=[O:37])[CH2:38][CH3:41])[C@@H:32]([OH:42])[C@H:31]3[OH:43])=[C:23]([NH:44][CH2:45][CH:46]([C:53]3[CH:58]=[CH:57][CH:56]=[CH:55][CH:54]=3)[C:47]3[CH:52]=[CH:51][CH:50]=[CH:49][CH:48]=3)[N:22]=2)[CH2:73][CH2:72][CH2:71][CH2:70]1. (2) Given the reactants C([Li])CCC.C(NC(C)C)(C)C.[Cl:13][C:14]1[N:19]=[C:18]2[CH:20]=[CH:21][N:22]([S:23]([C:26]3[CH:31]=[CH:30][CH:29]=[CH:28][CH:27]=3)(=[O:25])=[O:24])[C:17]2=[CH:16][CH:15]=1.CN(C)[CH:34]=[O:35], predict the reaction product. The product is: [Cl:13][C:14]1[N:19]=[C:18]2[CH:20]=[C:21]([CH:34]=[O:35])[N:22]([S:23]([C:26]3[CH:31]=[CH:30][CH:29]=[CH:28][CH:27]=3)(=[O:25])=[O:24])[C:17]2=[CH:16][CH:15]=1. (3) Given the reactants C([O:4][CH2:5][C@@H:6]1[C@@H:11]([O:12]C(=O)C)[C@H:10]([O:16]C(=O)C)[C@H:9]([O:20]C(=O)C)[C@@H:8]([CH2:24][CH2:25][CH2:26][C:27]2[CH:32]=[CH:31][C:30]([CH2:33][CH2:34][CH2:35][C@@H:36]3[C@@H:41]([O:42]C(=O)C)[C@@H:40]([O:46]C(=O)C)[C@H:39]([O:50]C(=O)C)[C@@H:38]([CH2:54][O:55]C(=O)C)[O:37]3)=[CH:29][CH:28]=2)[O:7]1)(=O)C.CO[Na], predict the reaction product. The product is: [OH:55][CH2:54][C@@H:38]1[C@@H:39]([OH:50])[C@H:40]([OH:46])[C@H:41]([OH:42])[C@@H:36]([CH2:35][CH2:34][CH2:33][C:30]2[CH:29]=[CH:28][C:27]([CH2:26][CH2:25][CH2:24][C@@H:8]3[C@@H:9]([OH:20])[C@@H:10]([OH:16])[C@H:11]([OH:12])[C@@H:6]([CH2:5][OH:4])[O:7]3)=[CH:32][CH:31]=2)[O:37]1. (4) The product is: [CH3:42][CH:41]([S:43]([C:46]1[CH:47]=[C:48]2[C:53](=[CH:54][CH:55]=1)[N:52]=[C:51]([C:56]1[CH:61]=[CH:60][CH:59]=[C:58]([C:62]([F:63])([F:65])[F:64])[CH:57]=1)[C:50]([CH2:66][N:67]1[CH2:72][CH2:71][C:70](=[O:73])[CH:69]([CH3:74])[CH2:68]1)=[C:49]2[C:75]([NH:37][C@H:30]([C:31]1[CH:36]=[CH:35][CH:34]=[CH:33][CH:32]=1)[C:29]([F:38])([F:39])[F:28])=[O:76])(=[O:44])=[O:45])[CH3:40]. Given the reactants C(P1(=O)OP(CCC)(=O)OP(CCC)(=O)O1)CC.C(N(CC)C(C)C)(C)C.[F:28][C:29]([F:39])([F:38])[C@H:30]([NH2:37])[C:31]1[CH:36]=[CH:35][CH:34]=[CH:33][CH:32]=1.[CH3:40][CH:41]([S:43]([C:46]1[CH:47]=[C:48]2[C:53](=[CH:54][CH:55]=1)[N:52]=[C:51]([C:56]1[CH:61]=[CH:60][CH:59]=[C:58]([C:62]([F:65])([F:64])[F:63])[CH:57]=1)[C:50]([CH2:66][N:67]1[CH2:72][CH2:71][C:70](=[O:73])[CH:69]([CH3:74])[CH2:68]1)=[C:49]2[C:75](O)=[O:76])(=[O:45])=[O:44])[CH3:42].CCCP(=O)=O, predict the reaction product. (5) Given the reactants [I:1][C:2]1[CH:7]=[CH:6][N:5]=[C:4]([O:8][CH3:9])[C:3]=1[CH:10]=[O:11].[BH4-].[Na+], predict the reaction product. The product is: [I:1][C:2]1[CH:7]=[CH:6][N:5]=[C:4]([O:8][CH3:9])[C:3]=1[CH2:10][OH:11]. (6) Given the reactants [CH2:1]([N:6]1[CH:10]=[CH:9][N:8]=[C:7]1[CH:11]=O)[CH:2]=[CH:3][CH:4]=[CH2:5].[NH2:13][OH:14].Cl.C([O-])([O-])=O.[Na+].[Na+], predict the reaction product. The product is: [CH2:1]([N:6]1[CH:10]=[CH:9][N:8]=[C:7]1[CH:11]=[N:13][OH:14])[CH:2]=[CH:3][CH:4]=[CH2:5]. (7) Given the reactants [NH2:1][C:2]1[CH:7]=[CH:6][C:5]([Br:8])=[CH:4][C:3]=1[C:9](=[O:11])[CH3:10].Cl.[N:13]([O-])=O.[Na+], predict the reaction product. The product is: [Br:8][C:5]1[CH:4]=[C:3]2[C:2](=[CH:7][CH:6]=1)[NH:1][N:13]=[CH:10][C:9]2=[O:11].